This data is from Reaction yield outcomes from USPTO patents with 853,638 reactions. The task is: Predict the reaction yield, written as a fraction of the theoretical maximum amount of product (1.0 means a 100% yield; for example, 0.34 means a 34% yield). (1) The reactants are [F:1][C:2]1[CH:7]=[CH:6][C:5]([N:8]2[C:12]([C:13]3[N:14]=[CH:15][N:16]([C:18]4[CH:26]=[CH:25][C:21]([C:22](O)=[O:23])=[CH:20][N:19]=4)[CH:17]=3)=[C:11]([CH3:27])[N:10]=[N:9]2)=[CH:4][CH:3]=1.[NH2:28][C:29]([CH3:33])([CH3:32])[CH2:30][OH:31]. No catalyst specified. The product is [F:1][C:2]1[CH:7]=[CH:6][C:5]([N:8]2[C:12]([C:13]3[N:14]=[CH:15][N:16]([C:18]4[CH:26]=[CH:25][C:21]([C:22]([NH:28][C:29]([CH3:33])([CH3:32])[CH2:30][OH:31])=[O:23])=[CH:20][N:19]=4)[CH:17]=3)=[C:11]([CH3:27])[N:10]=[N:9]2)=[CH:4][CH:3]=1. The yield is 0.790. (2) The reactants are [CH3:1][O:2][C:3]1[CH:92]=[CH:91][C:6]([CH2:7][O:8][C@@H:9]([C@@H:85]([CH3:90])/[CH:86]=[CH:87]\[CH:88]=[CH2:89])[C@@H:10]([CH3:84])[C@H:11]([O:76][Si:77]([C:80]([CH3:83])([CH3:82])[CH3:81])([CH3:79])[CH3:78])[CH2:12][CH2:13][C@H:14]([CH3:75])[CH2:15][C@H:16]([CH3:74])[C@@H:17]([O:66][Si:67]([C:70]([CH3:73])([CH3:72])[CH3:71])([CH3:69])[CH3:68])[C@@H:18]([CH3:65])/[CH:19]=[CH:20]\[C@@H:21]([O:57][Si:58]([C:61]([CH3:64])([CH3:63])[CH3:62])([CH3:60])[CH3:59])[CH2:22][C@H:23]([O:49][Si:50]([C:53]([CH3:56])([CH3:55])[CH3:54])([CH3:52])[CH3:51])[C@H:24]([CH3:48])/[CH:25]=[CH:26]/[CH2:27][O:28]C(C2C=CC=CC=2)(C2C=CC=CC=2)C2C=CC=CC=2)=[CH:5][CH:4]=1. The catalyst is C(Cl)Cl.CO.[Zn+2].[Br-].[Br-]. The product is [CH3:1][O:2][C:3]1[CH:4]=[CH:5][C:6]([CH2:7][O:8][C@@H:9]([C@@H:85]([CH3:90])/[CH:86]=[CH:87]\[CH:88]=[CH2:89])[C@@H:10]([CH3:84])[C@H:11]([O:76][Si:77]([C:80]([CH3:83])([CH3:82])[CH3:81])([CH3:78])[CH3:79])[CH2:12][CH2:13][C@H:14]([CH3:75])[CH2:15][C@H:16]([CH3:74])[C@@H:17]([O:66][Si:67]([C:70]([CH3:71])([CH3:72])[CH3:73])([CH3:69])[CH3:68])[C@@H:18]([CH3:65])/[CH:19]=[CH:20]\[C@@H:21]([O:57][Si:58]([C:61]([CH3:62])([CH3:63])[CH3:64])([CH3:60])[CH3:59])[CH2:22][C@H:23]([O:49][Si:50]([C:53]([CH3:54])([CH3:55])[CH3:56])([CH3:52])[CH3:51])[C@H:24]([CH3:48])/[CH:25]=[CH:26]/[CH2:27][OH:28])=[CH:91][CH:92]=1. The yield is 0.770. (3) The reactants are C(O)(=O)/C=C/C(O)=O.N[CH:10]([CH3:13])[C:11]#[N:12].[N:14]1C=CC=CC=1.[CH3:20][S:21](Cl)(=[O:23])=[O:22]. The catalyst is [OH-].[Na+]. The product is [C:13]([CH2:10][CH2:11][NH:12][S:21]([CH3:20])(=[O:23])=[O:22])#[N:14]. The yield is 0.300. (4) The yield is 0.540. The reactants are [O:1]=[C:2]1[NH:7][CH:6]=[N:5][C:4]([CH2:8][CH2:9][CH3:10])=[C:3]1[CH2:11][C:12]1[CH:17]=[CH:16][C:15]([C:18]2[C:19]([C:24]#[N:25])=[CH:20][CH:21]=[CH:22][CH:23]=2)=[CH:14][CH:13]=1.[CH3:26][C:27]1([CH3:39])[CH2:31][C:30]2[CH:32]=[C:33](B(O)O)[CH:34]=[CH:35][C:29]=2[O:28]1.C(N(CC)CC)C.N1C=CC=CC=1. The product is [CH3:26][C:27]1([CH3:39])[CH2:31][C:30]2[CH:32]=[C:33]([N:7]3[C:2](=[O:1])[C:3]([CH2:11][C:12]4[CH:17]=[CH:16][C:15]([C:18]5[C:19]([C:24]#[N:25])=[CH:20][CH:21]=[CH:22][CH:23]=5)=[CH:14][CH:13]=4)=[C:4]([CH2:8][CH2:9][CH3:10])[N:5]=[CH:6]3)[CH:34]=[CH:35][C:29]=2[O:28]1. The catalyst is C([O-])(=O)C.[Cu+2].C([O-])(=O)C.C(OCC)(=O)C.C(Cl)Cl. (5) The reactants are [C-]#N.[Na+].Br[C:5]1[C:6]2[CH:13]=[CH:12][CH:11]=[CH:10][C:7]=2[S:8][CH:9]=1.[CH3:14][NH:15]CCNC.[OH-].[NH4+]. The catalyst is [Cu]I.O.C(OCC)(=O)C.C1(C)C=CC=CC=1. The product is [S:8]1[CH:9]=[C:5]([C:14]#[N:15])[C:6]2[CH:13]=[CH:12][CH:11]=[CH:10][C:7]1=2. The yield is 0.740.